Dataset: M1 muscarinic receptor agonist screen with 61,833 compounds. Task: Binary Classification. Given a drug SMILES string, predict its activity (active/inactive) in a high-throughput screening assay against a specified biological target. (1) The molecule is O(C(=O)C1CCN(CC1)CC(O)COc1ccc(cc1)C(=O)CC)CC. The result is 0 (inactive). (2) The drug is Clc1cc(/N=C2/SC(CC(=O)N2CC)C(=O)NC)cc(Cl)c1O. The result is 0 (inactive). (3) The molecule is FC(F)(F)C1n2[nH]c(cc2=NC(C1)c1ccccc1)C(=O)NCCCC. The result is 0 (inactive). (4) The drug is s1c2nc3n(CCCCC3)c(=O)c2c(c1C(OCC)=O)C. The result is 0 (inactive). (5) The compound is Clc1c(Cc2c(n3nc(SCC(=O)NCc4occc4)nc3nc2C)C)c(F)ccc1. The result is 0 (inactive). (6) The molecule is O=c1[nH]c2c(cc1C(N1CCc3c(C1)cccc3)c1n(nnn1)C1CCCC1)ccc(OC)c2. The result is 0 (inactive).